From a dataset of Reaction yield outcomes from USPTO patents with 853,638 reactions. Predict the reaction yield, written as a fraction of the theoretical maximum amount of product (1.0 means a 100% yield; for example, 0.34 means a 34% yield). (1) The reactants are [CH3:1][O:2][C:3]1[CH:8]=[CH:7][CH:6]=[CH:5][C:4]=1[C:9]#[C:10][C:11]([O:13][CH3:14])=[O:12].[N-:15]=[N+:16]=[N-:17].[Na+].I[CH3:20]. The catalyst is O.CN(C=O)C. The product is [CH3:1][O:2][C:3]1[CH:8]=[CH:7][CH:6]=[CH:5][C:4]=1[C:9]1[N:17]([CH3:20])[N:16]=[N:15][C:10]=1[C:11]([O:13][CH3:14])=[O:12]. The yield is 0.550. (2) The reactants are [CH3:1][O:2][C:3]1[CH:20]=[CH:19][CH:18]=[C:17]([CH3:21])[C:4]=1[CH2:5][C:6]1[CH:16]=[CH:15][CH:14]=[C:8]2[C:9]([NH:11][C:12](=[O:13])[C:7]=12)=[O:10].[Br:22]N1C(=O)CCC1=O.C(OOC(=O)C1C=CC=CC=1)(=O)C1C=CC=CC=1. The catalyst is C(Cl)(Cl)(Cl)Cl.C(OCC)C. The product is [Br:22][CH2:21][C:17]1[C:4]([CH2:5][C:6]2[CH:16]=[CH:15][CH:14]=[C:8]3[C:9]([NH:11][C:12](=[O:13])[C:7]=23)=[O:10])=[C:3]([O:2][CH3:1])[CH:20]=[CH:19][CH:18]=1. The yield is 0.860.